Dataset: Peptide-MHC class I binding affinity with 185,985 pairs from IEDB/IMGT. Task: Regression. Given a peptide amino acid sequence and an MHC pseudo amino acid sequence, predict their binding affinity value. This is MHC class I binding data. The peptide sequence is IELPEKDSW. The MHC is HLA-B42:01 with pseudo-sequence HLA-B42:01. The binding affinity (normalized) is 0.